This data is from Microsomal clearance measurements from AstraZeneca. The task is: Regression/Classification. Given a drug SMILES string, predict its absorption, distribution, metabolism, or excretion properties. Task type varies by dataset: regression for continuous measurements (e.g., permeability, clearance, half-life) or binary classification for categorical outcomes (e.g., BBB penetration, CYP inhibition). For this dataset (clearance_microsome_az), we predict log10(clearance) (log10 of the in vitro intrinsic clearance, CLint, in uL/min per mg of human liver microsomal protein, equivalently mL/min/g; values are censored to the assay range of 3 to 150, which is 0.477 to 2.18 on this log10 scale). The drug is CN(C)CCCN1c2ccccc2CCc2ccccc21. The log10(clearance) is 1.13.